Dataset: NCI-60 drug combinations with 297,098 pairs across 59 cell lines. Task: Regression. Given two drug SMILES strings and cell line genomic features, predict the synergy score measuring deviation from expected non-interaction effect. Drug 1: C1=NC2=C(N=C(N=C2N1C3C(C(C(O3)CO)O)O)F)N. Drug 2: CC1=C(C=C(C=C1)C(=O)NC2=CC(=CC(=C2)C(F)(F)F)N3C=C(N=C3)C)NC4=NC=CC(=N4)C5=CN=CC=C5. Cell line: SN12C. Synergy scores: CSS=17.9, Synergy_ZIP=-5.84, Synergy_Bliss=-3.04, Synergy_Loewe=-2.51, Synergy_HSA=-4.97.